Dataset: Reaction yield outcomes from USPTO patents with 853,638 reactions. Task: Predict the reaction yield, written as a fraction of the theoretical maximum amount of product (1.0 means a 100% yield; for example, 0.34 means a 34% yield). (1) The reactants are C[O:2][C:3](=[O:29])[C@@H:4]([NH2:28])[CH2:5][C:6]1[CH:11]=[CH:10][C:9]([O:12][CH2:13][CH2:14][C:15]2[N:16]=[C:17]([C:21]3[CH:26]=[CH:25][CH:24]=[CH:23][CH:22]=3)[O:18][C:19]=2[CH3:20])=[C:8]([Br:27])[CH:7]=1.[F:30][C:31](=[CH:35][C:36]1[CH:41]=[CH:40][CH:39]=[CH:38][CH:37]=1)[C:32](O)=[O:33]. No catalyst specified. The product is [Br:27][C:8]1[CH:7]=[C:6]([CH2:5][C@H:4]([NH:28][C:32](=[O:33])[C:31]([F:30])=[CH:35][C:36]2[CH:37]=[CH:38][CH:39]=[CH:40][CH:41]=2)[C:3]([OH:2])=[O:29])[CH:11]=[CH:10][C:9]=1[O:12][CH2:13][CH2:14][C:15]1[N:16]=[C:17]([C:21]2[CH:26]=[CH:25][CH:24]=[CH:23][CH:22]=2)[O:18][C:19]=1[CH3:20]. The yield is 0.280. (2) The reactants are [N:1]([CH:4]([CH2:10][CH2:11][CH2:12][CH2:13][N:14]=[C:15]=[O:16])[C:5]([O:7][CH2:8][CH3:9])=[O:6])=[C:2]=[O:3].[Cl:17][CH2:18][CH2:19][CH2:20][OH:21].[C:22]([O-:35])(=O)[CH2:23][CH2:24]CCCCCCCCC.[C:22]([O-:35])(=O)[CH2:23][CH2:24]CCCCCCCCC.C([Sn+2]CCCC)CCC.C(Cl)[Cl:60]. No catalyst specified. The product is [Cl:17][CH2:18][CH2:19][CH2:20][O:21][C:2]([NH:1][C@@H:4]([CH2:10][CH2:11][CH2:12][CH2:13][NH:14][C:15]([O:35][CH2:22][CH2:23][CH2:24][Cl:60])=[O:16])[C:5]([O:7][CH2:8][CH3:9])=[O:6])=[O:3]. The yield is 0.750. (3) The reactants are [Br-].[Mg+2].[Br-].[Cl:4][C:5]1[CH:6]=[C:7]([NH:11][C:12]2[N:17]=[C:16]([C:18]3[CH:23]=[CH:22][N:21]=[C:20]([C:24](OCC)=[O:25])[CH:19]=3)[CH:15]=[CH:14][N:13]=2)[CH:8]=[CH:9][CH:10]=1.[CH2:29]([NH:31][CH2:32][CH3:33])[CH3:30].O. The catalyst is O1CCCC1. The product is [Cl:4][C:5]1[CH:6]=[C:7]([NH:11][C:12]2[N:17]=[C:16]([C:18]3[CH:23]=[CH:22][N:21]=[C:20]([C:24]([N:31]([CH2:32][CH3:33])[CH2:29][CH3:30])=[O:25])[CH:19]=3)[CH:15]=[CH:14][N:13]=2)[CH:8]=[CH:9][CH:10]=1. The yield is 0.390. (4) The reactants are [Cl:1][C:2]1[CH:3]=[C:4]([CH2:10][C:11]([OH:13])=[O:12])[CH:5]=[CH:6][C:7]=1[S:8][CH3:9].[CH3:14][Si]([N-][Si](C)(C)C)(C)C.[Li+].CI.C(OCC)(=O)C.CCCCCC. The catalyst is C1COCC1. The product is [Cl:1][C:2]1[CH:3]=[C:4]([CH:10]([CH3:14])[C:11]([OH:13])=[O:12])[CH:5]=[CH:6][C:7]=1[S:8][CH3:9]. The yield is 0.530. (5) The reactants are Br[C:2]1[C:3]([N:22]([CH2:27][CH2:28][N:29]2[CH2:34][CH2:33][O:32][CH2:31][CH2:30]2)[S:23]([CH3:26])(=[O:25])=[O:24])=[CH:4][C:5]2[O:9][C:8]([C:10]3[CH:15]=[CH:14][C:13]([F:16])=[CH:12][CH:11]=3)=[C:7]([C:17]([NH:19][CH3:20])=[O:18])[C:6]=2[CH:21]=1.CC1(C)C(C)(C)OB([C:43]2[CH:44]=[C:45]([C:49]3[O:50][C:51]4[C:52]([N:57]=3)=[N:53][CH:54]=[CH:55][CH:56]=4)[CH:46]=[CH:47][CH:48]=2)O1.C([O-])([O-])=O.[K+].[K+]. The catalyst is O1CCOCC1.CC#N.O.C1C=CC([P]([Pd]([P](C2C=CC=CC=2)(C2C=CC=CC=2)C2C=CC=CC=2)([P](C2C=CC=CC=2)(C2C=CC=CC=2)C2C=CC=CC=2)[P](C2C=CC=CC=2)(C2C=CC=CC=2)C2C=CC=CC=2)(C2C=CC=CC=2)C2C=CC=CC=2)=CC=1. The product is [F:16][C:13]1[CH:12]=[CH:11][C:10]([C:8]2[O:9][C:5]3[CH:4]=[C:3]([N:22]([CH2:27][CH2:28][N:29]4[CH2:30][CH2:31][O:32][CH2:33][CH2:34]4)[S:23]([CH3:26])(=[O:24])=[O:25])[C:2]([C:47]4[CH:48]=[CH:43][CH:44]=[C:45]([C:49]5[O:50][C:51]6[C:52]([N:57]=5)=[N:53][CH:54]=[CH:55][CH:56]=6)[CH:46]=4)=[CH:21][C:6]=3[C:7]=2[C:17]([NH:19][CH3:20])=[O:18])=[CH:15][CH:14]=1. The yield is 0.620.